From a dataset of Catalyst prediction with 721,799 reactions and 888 catalyst types from USPTO. Predict which catalyst facilitates the given reaction. (1) Reactant: CO.[BH4-].[Na+].[CH3:5][O:6][C:7]1[CH:12]=[C:11]([C:13]([C:15]2[C:16]([C:26]3[CH:31]=[CH:30][CH:29]=[CH:28][CH:27]=3)=[N:17][N:18]3[CH:23]=[C:22]([O:24][CH3:25])[CH:21]=[CH:20][C:19]=23)=[O:14])[N:10]=[C:9]([C:32]([O:34][CH3:35])=[O:33])[CH:8]=1.[Cl-].[NH4+]. Product: [OH:14][CH:13]([C:15]1[C:16]([C:26]2[CH:27]=[CH:28][CH:29]=[CH:30][CH:31]=2)=[N:17][N:18]2[CH:23]=[C:22]([O:24][CH3:25])[CH:21]=[CH:20][C:19]=12)[C:11]1[N:10]=[C:9]([C:32]([O:34][CH3:35])=[O:33])[CH:8]=[C:7]([O:6][CH3:5])[CH:12]=1. The catalyst class is: 4. (2) Reactant: [F:1][C:2]1[C:7]([C:8]2([CH3:13])[O:12][CH2:11][CH2:10][O:9]2)=[CH:6][CH:5]=[CH:4][C:3]=1[C:14]1[CH:19]=[CH:18][N:17]=[CH:16][CH:15]=1.I[CH2:21][CH3:22]. Product: [CH2:21]([N:17]1[CH2:16][CH:15]=[C:14]([C:3]2[CH:4]=[CH:5][CH:6]=[C:7]([C:8]3([CH3:13])[O:9][CH2:10][CH2:11][O:12]3)[C:2]=2[F:1])[CH2:19][CH2:18]1)[CH3:22]. The catalyst class is: 8. (3) Reactant: [CH3:1][C:2]([O:4][C@H:5]1[C:14]2[C@@:15]3([CH3:30])[C@@H:26]([CH2:27][O:28][CH3:29])[O:25][C:23](=[O:24])[C:17]4=[CH:18][O:19][C:20]([C:21](=[O:22])[C:13]=2[C@@H:8]2[CH2:9][CH2:10][C@H:11]([OH:12])[C@@:7]2([CH3:31])[CH2:6]1)=[C:16]34)=[O:3].[CH3:32][N:33]([CH3:39])[CH2:34][CH2:35][CH2:36][NH:37][CH3:38]. Product: [C:2]([O:4][C@H:5]1[C:14]2[C@:15]3([CH3:30])[C:16](/[C:17](=[CH:18]\[N:37]([CH2:36][CH2:35][CH2:34][N:33]([CH3:39])[CH3:32])[CH3:38])/[C:23](=[O:24])[O:25][C@@H:26]3[CH2:27][O:28][CH3:29])=[C:20]([OH:19])[C:21](=[O:22])[C:13]=2[CH:8]2[C@@:7]([CH3:31])([C@@H:11]([OH:12])[CH2:10][CH2:9]2)[CH2:6]1)(=[O:3])[CH3:1]. The catalyst class is: 2. (4) Reactant: [C:1]1([N:7]2[CH:11]=[C:10]([C:12]([NH:14][CH2:15][CH2:16][NH:17][C:18]([CH:20]3[CH2:25][CH2:24][CH2:23][NH:22][CH2:21]3)=[O:19])=[O:13])[C:9]([C:26]([F:29])([F:28])[F:27])=[N:8]2)[CH:6]=[CH:5][CH:4]=[CH:3][CH:2]=1.[CH:30](=O)[CH2:31][CH3:32].C(O[BH-](OC(=O)C)OC(=O)C)(=O)C.[Na+].[OH-].[Na+]. Product: [C:1]1([N:7]2[CH:11]=[C:10]([C:12]([NH:14][CH2:15][CH2:16][NH:17][C:18]([CH:20]3[CH2:25][CH2:24][CH2:23][N:22]([CH2:30][CH2:31][CH3:32])[CH2:21]3)=[O:19])=[O:13])[C:9]([C:26]([F:28])([F:29])[F:27])=[N:8]2)[CH:2]=[CH:3][CH:4]=[CH:5][CH:6]=1. The catalyst class is: 322. (5) Reactant: [Cl:1][C:2]1[CH:8]=[CH:7][C:5]([NH2:6])=[C:4]([F:9])[CH:3]=1.[C:10]1(Cl)[C:16](=O)C(Cl)=C(Cl)C(=O)[C:11]=1Cl.Cl.C(C=C)=O. Product: [Cl:1][C:2]1[CH:8]=[C:7]2[C:5](=[C:4]([F:9])[CH:3]=1)[N:6]=[CH:16][CH:10]=[CH:11]2. The catalyst class is: 51. (6) Reactant: Br[CH2:2][C:3]1[N:13]([CH2:14][CH2:15][CH:16]2[CH2:21][CH2:20][CH2:19][CH2:18][CH2:17]2)[C:6]2[N:7]=[C:8]([C:11]#[N:12])[N:9]=[CH:10][C:5]=2[CH:4]=1.[C:22]1([C:28]2([OH:34])[CH2:33][CH2:32][NH:31][CH2:30][CH2:29]2)[CH:27]=[CH:26][CH:25]=[CH:24][CH:23]=1.C(=O)([O-])[O-].[K+].[K+]. The catalyst class is: 3. Product: [CH:16]1([CH2:15][CH2:14][N:13]2[C:6]3[N:7]=[C:8]([C:11]#[N:12])[N:9]=[CH:10][C:5]=3[CH:4]=[C:3]2[CH2:2][N:31]2[CH2:32][CH2:33][C:28]([OH:34])([C:22]3[CH:23]=[CH:24][CH:25]=[CH:26][CH:27]=3)[CH2:29][CH2:30]2)[CH2:21][CH2:20][CH2:19][CH2:18][CH2:17]1. (7) Reactant: [CH2:1]([C:5]1[CH:10]=[CH:9][C:8]([C:11]#[C:12][C:13]2[CH:41]=[CH:40][C:16]([CH2:17][N:18]([C:27]3[CH:28]=[CH:29][C:30]4[C:35](=[O:36])[O:34]C(C)(C)[O:32][C:31]=4[CH:39]=3)[C:19]([CH:21]3[CH2:26][CH2:25][CH2:24][CH2:23][CH2:22]3)=[O:20])=[CH:15][CH:14]=2)=[CH:7][CH:6]=1)[CH2:2][CH2:3][CH3:4]. Product: [CH2:1]([C:5]1[CH:6]=[CH:7][C:8]([C:11]#[C:12][C:13]2[CH:41]=[CH:40][C:16]([CH2:17][N:18]([C:19]([CH:21]3[CH2:22][CH2:23][CH2:24][CH2:25][CH2:26]3)=[O:20])[C:27]3[CH:28]=[CH:29][C:30]([C:35]([OH:36])=[O:34])=[C:31]([OH:32])[CH:39]=3)=[CH:15][CH:14]=2)=[CH:9][CH:10]=1)[CH2:2][CH2:3][CH3:4]. The catalyst class is: 1.